Dataset: Peptide-MHC class II binding affinity with 134,281 pairs from IEDB. Task: Regression. Given a peptide amino acid sequence and an MHC pseudo amino acid sequence, predict their binding affinity value. This is MHC class II binding data. The peptide sequence is SQDLELSWLLNGLQAY. The MHC is HLA-DQA10101-DQB10501 with pseudo-sequence HLA-DQA10101-DQB10501. The binding affinity (normalized) is 0.684.